This data is from Reaction yield outcomes from USPTO patents with 853,638 reactions. The task is: Predict the reaction yield, written as a fraction of the theoretical maximum amount of product (1.0 means a 100% yield; for example, 0.34 means a 34% yield). (1) The reactants are [NH2:1][C:2]1[C:3]2[NH:10][CH:9]=[C:8]([C@@H:11]3[N:15](C(OC(C)(C)C)=O)[C@H:14]([CH2:23][O:24][C:25](=[O:38])[CH:26]([NH:30]C(OC(C)(C)C)=O)[CH:27]([CH3:29])[CH3:28])[C@H:13]4[O:39]C(C)(C)[O:41][C@@H:12]34)[C:4]=2[N:5]=[CH:6][N:7]=1.O.[S:45](=[O:49])(=[O:48])([OH:47])[OH:46].C(O)C. The catalyst is CC(OC)(C)C. The product is [S:45]([OH:49])([OH:48])(=[O:47])=[O:46].[NH2:30][CH:26]([CH:27]([CH3:29])[CH3:28])[C:25]([O:24][CH2:23][C@@H:14]1[C@@H:13]([OH:39])[C@@H:12]([OH:41])[C@H:11]([C:8]2[C:4]3[N:5]=[CH:6][N:7]=[C:2]([NH2:1])[C:3]=3[NH:10][CH:9]=2)[NH:15]1)=[O:38]. The yield is 1.03. (2) The product is [Br:11][C:9]1[CH:10]=[C:2]2[C:3]([C:4](=[O:6])[N:22]([CH:23]3[CH2:28][CH2:27][C:26](=[O:29])[NH:25][C:24]3=[O:30])[C:15]([CH3:16])=[N:1]2)=[CH:7][CH:8]=1. The yield is 0.750. The catalyst is C(#N)C.O. The reactants are [NH2:1][C:2]1[CH:10]=[C:9]([Br:11])[CH:8]=[CH:7][C:3]=1[C:4]([OH:6])=O.N1[CH:16]=[CH:15]N=C1.C(Cl)(=O)C.Cl.[NH2:22][CH:23]1[CH2:28][CH2:27][C:26](=[O:29])[NH:25][C:24]1=[O:30].P(OC1C=CC=CC=1)(OC1C=CC=CC=1)OC1C=CC=CC=1. (3) The yield is 0.300. The reactants are [CH3:1][C:2]1[CH:8]=[CH:7][CH:6]=[C:5]([CH3:9])[C:3]=1[NH2:4].[C:10]([O:13]C(=O)C)(=O)[CH3:11].[N+:17]([O-])([OH:19])=[O:18]. The product is [CH3:1][C:2]1[CH:8]=[C:7]([N+:17]([O-:19])=[O:18])[CH:6]=[C:5]([CH3:9])[C:3]=1[NH:4][C:10](=[O:13])[CH3:11]. The catalyst is C(O)(=O)C.